Dataset: Forward reaction prediction with 1.9M reactions from USPTO patents (1976-2016). Task: Predict the product of the given reaction. (1) Given the reactants [N:12]1([C:10]([S:9][S:9][C:10]([N:12]2[CH:16]=[CH:15][CH:14]=[CH:13]2)=[S:11])=[S:11])[CH:16]=[CH:15][CH:14]=[CH:13]1.N([C:19]([CH3:23])([CH3:22])[C:20]#[N:21])=N[C:19]([CH3:23])([CH3:22])[C:20]#[N:21], predict the reaction product. The product is: [N:12]1([C:10]([S:9][C:19]([C:20]#[N:21])([CH3:23])[CH3:22])=[S:11])[CH:13]=[CH:14][CH:15]=[CH:16]1. (2) Given the reactants [OH:1][CH2:2][C:3]1([C:16]2[CH:21]=[CH:20][CH:19]=[CH:18][CH:17]=2)[CH2:8][CH2:7][N:6](C(OC(C)(C)C)=O)[CH2:5][CH2:4]1.Br[CH2:23][C:24]1[C:33]2[C:28](=[CH:29][CH:30]=[CH:31][CH:32]=2)[N:27]=[C:26]([CH3:34])[CH:25]=1.CC(C)([O-])C.[K+].FC(F)(F)C(O)=O.C(Cl)Cl, predict the reaction product. The product is: [CH3:34][C:26]1[CH:25]=[C:24]([CH2:23][O:1][CH2:2][C:3]2([C:16]3[CH:17]=[CH:18][CH:19]=[CH:20][CH:21]=3)[CH2:4][CH2:5][NH:6][CH2:7][CH2:8]2)[C:33]2[C:28](=[CH:29][CH:30]=[CH:31][CH:32]=2)[N:27]=1.